This data is from Catalyst prediction with 721,799 reactions and 888 catalyst types from USPTO. The task is: Predict which catalyst facilitates the given reaction. (1) Reactant: Cl.[NH2:2][C@H:3]([CH2:33][C:34]1[N:35]=[CH:36][S:37][CH:38]=1)[C:4]([N:6]1[CH2:11][CH2:10][CH:9]([N:12]2[N:21]=[C:20]([C:22]3[CH:27]=[CH:26][C:25]([O:28][CH3:29])=[C:24]([O:30][CH3:31])[CH:23]=3)[C@@H:19]3[C@@H:14]([CH2:15][CH2:16][CH2:17][CH2:18]3)[C:13]2=[O:32])[CH2:8][CH2:7]1)=[O:5].[CH:39]1([CH2:42][O:43][C:44]2[CH:52]=[CH:51][C:47]3[O:48][CH2:49][O:50][C:46]=3[C:45]=2[C:53]2[C:54]3[NH:61][CH:60]=[C:59]([C:62](O)=[O:63])[C:55]=3[N:56]=[CH:57][N:58]=2)[CH2:41][CH2:40]1.CN(C(ON1N=NC2C=CC=CC1=2)=[N+](C)C)C.F[P-](F)(F)(F)(F)F.CCN(C(C)C)C(C)C. Product: [CH:39]1([CH2:42][O:43][C:44]2[CH:52]=[CH:51][C:47]3[O:48][CH2:49][O:50][C:46]=3[C:45]=2[C:53]2[C:54]3[NH:61][CH:60]=[C:59]([C:62]([NH:2][C@H:3]([CH2:33][C:34]4[N:35]=[CH:36][S:37][CH:38]=4)[C:4]([N:6]4[CH2:7][CH2:8][CH:9]([N:12]5[N:21]=[C:20]([C:22]6[CH:27]=[CH:26][C:25]([O:28][CH3:29])=[C:24]([O:30][CH3:31])[CH:23]=6)[C@@H:19]6[C@@H:14]([CH2:15][CH2:16][CH2:17][CH2:18]6)[C:13]5=[O:32])[CH2:10][CH2:11]4)=[O:5])=[O:63])[C:55]=3[N:56]=[CH:57][N:58]=2)[CH2:40][CH2:41]1. The catalyst class is: 2. (2) Reactant: Br[CH2:2][CH2:3][CH2:4][O:5][C:6]1[CH:11]=[CH:10][C:9]([CH3:12])=[C:8]([N+:13]([O-:15])=[O:14])[CH:7]=1.C([O-])([O-])=O.[K+].[K+].[NH:22]1[CH2:27][CH2:26][O:25][CH2:24][CH2:23]1. Product: [CH3:12][C:9]1[CH:10]=[CH:11][C:6]([O:5][CH2:4][CH2:3][CH2:2][N:22]2[CH2:27][CH2:26][O:25][CH2:24][CH2:23]2)=[CH:7][C:8]=1[N+:13]([O-:15])=[O:14]. The catalyst class is: 38.